Predict the reactants needed to synthesize the given product. From a dataset of Full USPTO retrosynthesis dataset with 1.9M reactions from patents (1976-2016). (1) Given the product [Br:1][C:2]1[CH:7]=[C:6]2[C:5](=[CH:4][CH:3]=1)[NH:8][C:9](=[O:14])[CH:10]=[C:11]2[CH3:12], predict the reactants needed to synthesize it. The reactants are: [Br:1][C:2]1[CH:7]=[CH:6][C:5]([NH:8][C:9](=[O:14])[CH2:10][C:11](=O)[CH3:12])=[CH:4][CH:3]=1. (2) Given the product [N:18]([C:2]1[CH:12]=[CH:11][C:5]([C:6]([N:8]([CH3:10])[CH3:9])=[O:7])=[CH:4][N:3]=1)=[N+:19]=[N-:20], predict the reactants needed to synthesize it. The reactants are: Cl[C:2]1[CH:12]=[CH:11][C:5]([C:6]([N:8]([CH3:10])[CH3:9])=[O:7])=[CH:4][N:3]=1.CN(C=O)C.[N-:18]=[N+:19]=[N-:20].[Na+]. (3) Given the product [O:3]1[C:8]2=[CH:9][CH:10]=[CH:11][C:7]2=[CH:6][C:5]([CH:12]2[CH2:17][CH2:16][CH2:15][CH2:14][N:13]2[CH2:18][CH2:19][C@H:20]2[CH2:21][CH2:22][C@H:23]([NH:26][C:27](=[O:34])[C:28]3[CH:33]=[CH:32][CH:31]=[CH:30][CH:29]=3)[CH2:24][CH2:25]2)=[CH:4]1, predict the reactants needed to synthesize it. The reactants are: Cl.Cl.[O:3]1[C:8]2=[CH:9][CH:10]=[CH:11][C:7]2=[CH:6][C:5]([CH:12]2[CH2:17][CH2:16][CH2:15][CH2:14][N:13]2[CH2:18][CH2:19][C@H:20]2[CH2:25][CH2:24][C@H:23]([NH2:26])[CH2:22][CH2:21]2)=[CH:4]1.[C:27](O)(=[O:34])[C:28]1[CH:33]=[CH:32][CH:31]=[CH:30][CH:29]=1. (4) Given the product [ClH:2].[Cl:2][C:3]1[CH:8]=[CH:7][CH:6]=[CH:5][C:4]=1[N:9]1[CH2:13][CH2:12][C@:11]2([CH2:18][CH2:17][CH2:16][NH:15][CH2:14]2)[C:10]1=[O:26], predict the reactants needed to synthesize it. The reactants are: Cl.[Cl:2][C:3]1[CH:8]=[CH:7][CH:6]=[CH:5][C:4]=1[N:9]1[CH2:13][CH2:12][C@:11]2([CH2:18][CH2:17][CH2:16][N:15](C(OC(C)(C)C)=O)[CH2:14]2)[C:10]1=[O:26]. (5) Given the product [F:12][C:11]([F:14])([F:13])[C:10]1[N:5]2[N:4]=[CH:3][C:2]([C:30]#[C:29][Si:26]([CH3:28])([CH3:27])[CH3:25])=[C:6]2[N:7]=[C:8]([C:15]2[CH:20]=[CH:19][C:18]([C:21]([F:24])([F:23])[F:22])=[CH:17][CH:16]=2)[CH:9]=1, predict the reactants needed to synthesize it. The reactants are: Br[C:2]1[CH:3]=[N:4][N:5]2[C:10]([C:11]([F:14])([F:13])[F:12])=[CH:9][C:8]([C:15]3[CH:20]=[CH:19][C:18]([C:21]([F:24])([F:23])[F:22])=[CH:17][CH:16]=3)=[N:7][C:6]=12.[CH3:25][Si:26]([C:29]#[CH:30])([CH3:28])[CH3:27].CCN(CC)CC.